From a dataset of Forward reaction prediction with 1.9M reactions from USPTO patents (1976-2016). Predict the product of the given reaction. Given the reactants [NH2:1][C:2]1[N:3]=[C:4](Cl)[C:5]2[CH:10]=[CH:9][N:8]([C@@H:11]3[O:17][C@H:16]([CH2:18][OH:19])[C@@H:14]([OH:15])[C@H:12]3O)[C:6]=2[N:7]=1.O.CC#N.C[C:26](OC(C(Br)=O)(C)C)=[O:27].C([O-])(O)=O.[Na+], predict the reaction product. The product is: [NH2:1][C:2]1[N:3]=[C:4]([O:27][CH3:26])[C:5]2[CH:10]=[CH:9][N:8]([C@@H:11]3[O:17][C@H:16]([CH2:18][OH:19])[C@H:14]4[O:15][C@@H:12]34)[C:6]=2[N:7]=1.